Regression. Given a peptide amino acid sequence and an MHC pseudo amino acid sequence, predict their binding affinity value. This is MHC class II binding data. From a dataset of Peptide-MHC class II binding affinity with 134,281 pairs from IEDB. (1) The peptide sequence is GELQIVDKIDAAFWI. The MHC is DRB1_0101 with pseudo-sequence DRB1_0101. The binding affinity (normalized) is 0.449. (2) The peptide sequence is AEAPAAAAAPEEQVQ. The MHC is DRB3_0202 with pseudo-sequence DRB3_0202. The binding affinity (normalized) is 0.0175. (3) The peptide sequence is YEGLSYRSLQPEEFA. The MHC is DRB3_0101 with pseudo-sequence DRB3_0101. The binding affinity (normalized) is 0.586. (4) The peptide sequence is YAKMRSAHTNDVKQL. The MHC is H-2-IAd with pseudo-sequence H-2-IAd. The binding affinity (normalized) is 0.379. (5) The peptide sequence is SKAYANMWSLMYFHK. The MHC is HLA-DQA10201-DQB10301 with pseudo-sequence HLA-DQA10201-DQB10301. The binding affinity (normalized) is 0. (6) The MHC is DRB4_0101 with pseudo-sequence DRB4_0103. The binding affinity (normalized) is 0.578. The peptide sequence is AQAVYDFRSIVDYLR. (7) The peptide sequence is NVVKSGIFLSVAAGN. The MHC is HLA-DQA10102-DQB10602 with pseudo-sequence HLA-DQA10102-DQB10602. The binding affinity (normalized) is 0.521. (8) The peptide sequence is GELQIVDKIDAAFKK. The MHC is DRB3_0202 with pseudo-sequence DRB3_0202. The binding affinity (normalized) is 0.228.